From a dataset of Forward reaction prediction with 1.9M reactions from USPTO patents (1976-2016). Predict the product of the given reaction. (1) Given the reactants [CH:1]1([CH2:7][NH2:8])[CH2:6][CH2:5][CH2:4][CH2:3][CH2:2]1.[C:9]([O:13][C:14](=[O:37])[NH:15][C:16]1[C:25]2[C:20](=[CH:21][CH:22]=[CH:23][CH:24]=2)[C:19]([C:26]2[O:27][C:28](=[O:36])[C:29]3[N:35]=[CH:34][CH:33]=[CH:32][C:30]=3[N:31]=2)=[CH:18][CH:17]=1)([CH3:12])([CH3:11])[CH3:10], predict the reaction product. The product is: [CH:1]1([CH2:7][NH:8][C:28]([C:29]2[C:30]([NH:31][C:26]([C:19]3[C:20]4[C:25](=[CH:24][CH:23]=[CH:22][CH:21]=4)[C:16]([NH:15][C:14](=[O:37])[O:13][C:9]([CH3:11])([CH3:10])[CH3:12])=[CH:17][CH:18]=3)=[O:27])=[CH:32][CH:33]=[CH:34][N:35]=2)=[O:36])[CH2:6][CH2:5][CH2:4][CH2:3][CH2:2]1. (2) The product is: [N:7]1([CH2:13][CH2:14][CH2:15][CH2:16][NH2:17])[CH2:12][CH2:11][O:10][CH2:9][CH2:8]1. Given the reactants [H-].[Al+3].[Li+].[H-].[H-].[H-].[N:7]1([CH2:13][CH2:14][CH2:15][C:16]#[N:17])[CH2:12][CH2:11][O:10][CH2:9][CH2:8]1.O, predict the reaction product. (3) Given the reactants [CH2:1]([N:8]1[CH2:13][CH2:12][C:11]2([C:21]3[C:16](=[CH:17][CH:18]=[CH:19][C:20]=3[C@H:22]3[CH2:26][CH2:25][CH2:24][N:23]3[C:27]([O:29][C:30]([CH3:33])([CH3:32])[CH3:31])=[O:28])[NH:15][CH2:14]2)[CH2:10][CH2:9]1)[C:2]1[CH:7]=[CH:6][CH:5]=[CH:4][CH:3]=1.Cl[C:35]1[C:36]2[C@H:43]([CH3:44])[CH2:42][CH2:41][C:37]=2[N:38]=[CH:39][N:40]=1.C([O-])([O-])=O.[Cs+].[Cs+].CC1(C)C2C(=C(P(C3C=CC=CC=3)C3C=CC=CC=3)C=CC=2)OC2C(P(C3C=CC=CC=3)C3C=CC=CC=3)=CC=CC1=2, predict the reaction product. The product is: [CH2:1]([N:8]1[CH2:13][CH2:12][C:11]2([C:21]3[C:16](=[CH:17][CH:18]=[CH:19][C:20]=3[C@H:22]3[CH2:26][CH2:25][CH2:24][N:23]3[C:27]([O:29][C:30]([CH3:33])([CH3:32])[CH3:31])=[O:28])[N:15]([C:35]3[C:36]4[C@H:43]([CH3:44])[CH2:42][CH2:41][C:37]=4[N:38]=[CH:39][N:40]=3)[CH2:14]2)[CH2:10][CH2:9]1)[C:2]1[CH:3]=[CH:4][CH:5]=[CH:6][CH:7]=1.